This data is from Full USPTO retrosynthesis dataset with 1.9M reactions from patents (1976-2016). The task is: Predict the reactants needed to synthesize the given product. (1) The reactants are: [C:1]([C:4]1[N:5]([CH2:26][CH3:27])[C:6]2[C:11]([N:12]=1)=[C:10]([NH:13][C@H:14]1[CH2:18][CH2:17][N:16](C(OC(C)(C)C)=O)[CH2:15]1)[N:9]=[CH:8][N:7]=2)(=[O:3])[NH2:2].[F:28][C:29]([F:34])([F:33])[C:30]([OH:32])=[O:31]. Given the product [CH2:26]([N:5]1[C:4]([C:1]([NH2:2])=[O:3])=[N:12][C:11]2[C:6]1=[N:7][CH:8]=[N:9][C:10]=2[NH:13][C@H:14]1[CH2:18][CH2:17][NH:16][CH2:15]1)[CH3:27].[C:30]([OH:32])([C:29]([F:34])([F:33])[F:28])=[O:31], predict the reactants needed to synthesize it. (2) Given the product [N:12]1[CH:17]=[CH:16][C:15]([C:2]2[S:3][C:4]([C:15]3[CH:16]=[CH:17][N:12]=[CH:13][CH:14]=3)=[C:5]3[C:9](=[O:10])[CH2:8][CH2:7][C:6]=23)=[CH:14][CH:13]=1, predict the reactants needed to synthesize it. The reactants are: Cl[C:2]1[S:3][C:4](Cl)=[C:5]2[C:9](=[O:10])[CH2:8][CH2:7][C:6]=12.[N:12]1[CH:17]=[CH:16][C:15](B(O)O)=[CH:14][CH:13]=1.C([O-])(O)=O.[Na+]. (3) Given the product [F:1][C:2]1[CH:9]=[CH:8][CH:7]=[C:6]([F:10])[C:3]=1[CH2:4][N:11]=[N+:12]=[N-:13], predict the reactants needed to synthesize it. The reactants are: [F:1][C:2]1[CH:9]=[CH:8][CH:7]=[C:6]([F:10])[C:3]=1[CH2:4]Cl.[N-:11]=[N+:12]=[N-:13].[Na+].O.C1CCCCC1. (4) Given the product [Br:1][C:2]1[CH:10]=[C:9]2[C:5]([CH:6]=[N:7][N:8]2[C:15]2[CH:16]=[CH:17][C:12]([F:11])=[CH:13][CH:14]=2)=[CH:4][CH:3]=1, predict the reactants needed to synthesize it. The reactants are: [Br:1][C:2]1[CH:10]=[C:9]2[C:5]([CH:6]=[N:7][NH:8]2)=[CH:4][CH:3]=1.[F:11][C:12]1[CH:17]=[CH:16][C:15](I)=[CH:14][CH:13]=1.C([O-])([O-])=O.[Cs+].[Cs+].CN[C@@H]1CCCC[C@H]1NC. (5) Given the product [CH3:1][O:2][C:3]1[CH:4]=[CH:5][C:6]([CH2:7][N:8]2[C:13](=[O:14])[C:12]([NH:15][CH3:16])=[C:11]([CH:17]=[O:18])[CH:10]=[N:9]2)=[CH:23][CH:24]=1, predict the reactants needed to synthesize it. The reactants are: [CH3:1][O:2][C:3]1[CH:24]=[CH:23][C:6]([CH2:7][N:8]2[C:13](=[O:14])[C:12]([NH:15][CH3:16])=[C:11]([C:17](N(OC)C)=[O:18])[CH:10]=[N:9]2)=[CH:5][CH:4]=1.[H-].[H-].[H-].[H-].[Li+].[Al+3].